The task is: Predict the product of the given reaction.. This data is from Forward reaction prediction with 1.9M reactions from USPTO patents (1976-2016). (1) Given the reactants [Cl:1][C:2]1[CH:3]=[C:4]([C:28]([OH:30])=O)[CH:5]=[N:6][C:7]=1[NH:8][NH:9][C:10]([NH:12][CH:13]1[C:19]2[CH:20]=[N:21][CH:22]=[CH:23][C:18]=2[CH2:17][CH2:16][C:15]2[CH:24]=[CH:25][CH:26]=[CH:27][C:14]1=2)=[S:11].CN(C(ON1N=NC2C=CC=NC1=2)=[N+](C)C)C.F[P-](F)(F)(F)(F)F.CCN(C(C)C)C(C)C.[CH2:64]1[C@@H:69]([NH2:70])[C:67](=[O:68])[S:66][CH2:65]1.Cl, predict the reaction product. The product is: [Cl:1][C:2]1[CH:3]=[C:4]([C:28]([NH:70][C@@H:69]2[CH2:64][CH2:65][S:66][C:67]2=[O:68])=[O:30])[CH:5]=[N:6][C:7]=1[NH:8][NH:9][C:10]([NH:12][CH:13]1[C:19]2[CH:20]=[N:21][CH:22]=[CH:23][C:18]=2[CH2:17][CH2:16][C:15]2[CH:24]=[CH:25][CH:26]=[CH:27][C:14]1=2)=[S:11]. (2) Given the reactants Cl[C:2]1[C:7]([C:8]([O:10][CH2:11][CH3:12])=[S:9])=[CH:6][N:5]=[C:4]([CH3:13])[N:3]=1.[F:14][C:15]1[CH:21]=[CH:20][C:18]([NH2:19])=[CH:17][CH:16]=1, predict the reaction product. The product is: [F:14][C:15]1[CH:21]=[CH:20][C:18]([NH:19][C:2]2[C:7]([C:8]([O:10][CH2:11][CH3:12])=[S:9])=[CH:6][N:5]=[C:4]([CH3:13])[N:3]=2)=[CH:17][CH:16]=1. (3) Given the reactants [N:1]1[CH:6]=[CH:5][CH:4]=[C:3]([C:7](=O)[CH2:8][C:9](=O)[CH3:10])[CH:2]=1.O.[NH2:14][NH2:15], predict the reaction product. The product is: [CH3:10][C:9]1[CH:8]=[C:7]([C:3]2[CH:2]=[N:1][CH:6]=[CH:5][CH:4]=2)[NH:14][N:15]=1.